Dataset: Experimentally validated miRNA-target interactions with 360,000+ pairs, plus equal number of negative samples. Task: Binary Classification. Given a miRNA mature sequence and a target amino acid sequence, predict their likelihood of interaction. The miRNA is hsa-let-7f-2-3p with sequence CUAUACAGUCUACUGUCUUUCC. The protein sequence of the target gene is MAALAYNLGKREINHYFSVRSAKVLALVAVLLLAACHLASRRYRGNDSCEYLLSSGRFLGEKVWQPHSCMMHKYKISEAKNCLVDKHIAFIGDSRIRQLFYSFVKIINPQFKEEGNKHENIPFEDKTASVKVDFLWHPEVNGSMKQCIKVWTEDSIAKPHVIVAGAATWSIKIHNGSSEALSQYKMNITSIAPLLEKLAKTSDVYWVLQDPVYEDLLSENRKMITNEKIDAYNEAAVSILNSSTRNSKSNVKMFSVSKLIAQETIMESLDGLHLPESSRETTAMILMNVYCNKILKPVDG.... Result: 1 (interaction).